This data is from Reaction yield outcomes from USPTO patents with 853,638 reactions. The task is: Predict the reaction yield, written as a fraction of the theoretical maximum amount of product (1.0 means a 100% yield; for example, 0.34 means a 34% yield). The reactants are [CH2:1]([O:4][C:5]1([CH3:39])[CH2:10][CH2:9][N:8]([C:11]2[N:16]3[CH:17]=[C:18]([C:20]4[CH:25]=[CH:24][CH:23]=[C:22](Br)[CH:21]=4)[N:19]=[C:15]3[C:14]([CH3:27])=[C:13]([CH3:28])[C:12]=2[C@H:29]([O:34][C:35]([CH3:38])([CH3:37])[CH3:36])[C:30]([O:32][CH3:33])=[O:31])[CH2:7][CH2:6]1)[CH:2]=[CH2:3].[F:40][C:41]1[C:42]([O:59][C@H:60]([CH2:62][CH:63]=[CH2:64])[CH3:61])=[C:43](B2OC(=O)CN(C)CC(=O)O2)[CH:44]=[C:45]([F:47])[CH:46]=1.C(OC1(C)CCN(C2N3C=C(C4C=C(C5C=C(F)C(F)=CC=5O[C@H](CC=C)C)C=CC=4)N=C3C(C)=C(C)C=2[C@H](OC(C)(C)C)C(OC)=O)CC1)C=C. No catalyst specified. The product is [CH2:1]([O:4][C:5]1([CH3:39])[CH2:10][CH2:9][N:8]([C:11]2[N:16]3[CH:17]=[C:18]([C:20]4[CH:21]=[C:22]([C:43]5[CH:44]=[C:45]([F:47])[CH:46]=[C:41]([F:40])[C:42]=5[O:59][C@H:60]([CH2:62][CH:63]=[CH2:64])[CH3:61])[CH:23]=[CH:24][CH:25]=4)[N:19]=[C:15]3[C:14]([CH3:27])=[C:13]([CH3:28])[C:12]=2[C@H:29]([O:34][C:35]([CH3:38])([CH3:37])[CH3:36])[C:30]([O:32][CH3:33])=[O:31])[CH2:7][CH2:6]1)[CH:2]=[CH2:3]. The yield is 0.990.